From a dataset of Full USPTO retrosynthesis dataset with 1.9M reactions from patents (1976-2016). Predict the reactants needed to synthesize the given product. (1) Given the product [NH2:38][C:21]1[N:22]=[C:23]([NH:25][C:26]2[CH:31]=[C:30]([O:32][CH3:33])[C:29]([O:34][CH3:35])=[C:28]([O:36][CH3:37])[CH:27]=2)[S:24][C:20]=1[C:17]1[S:18][CH:19]=[C:15]([C:11]2[CH:10]=[C:9]([NH:8][C:1](=[O:3])[CH3:2])[CH:14]=[CH:13][CH:12]=2)[N:16]=1, predict the reactants needed to synthesize it. The reactants are: [C:1](OC(=O)C)(=[O:3])[CH3:2].[NH2:8][C:9]1[CH:10]=[C:11]([C:15]2[N:16]=[C:17]([C:20]3[S:24][C:23]([NH:25][C:26]4[CH:31]=[C:30]([O:32][CH3:33])[C:29]([O:34][CH3:35])=[C:28]([O:36][CH3:37])[CH:27]=4)=[N:22][C:21]=3[NH2:38])[S:18][CH:19]=2)[CH:12]=[CH:13][CH:14]=1.N1C=CC=CC=1.CN(C=O)C. (2) Given the product [C:1]([O:5][C:6]([N:8]1[CH2:9][CH2:10][N:11]([C:14]2[CH:19]=[C:18]([CH2:20][O:34][C:29]3[CH:30]=[CH:31][CH:32]=[CH:33][C:28]=3[C:27]([F:26])([F:35])[F:36])[C:17]([Br:22])=[CH:16][C:15]=2[N+:23]([O-:25])=[O:24])[CH2:12][CH2:13]1)=[O:7])([CH3:4])([CH3:2])[CH3:3], predict the reactants needed to synthesize it. The reactants are: [C:1]([O:5][C:6]([N:8]1[CH2:13][CH2:12][N:11]([C:14]2[CH:19]=[C:18]([CH2:20]Br)[C:17]([Br:22])=[CH:16][C:15]=2[N+:23]([O-:25])=[O:24])[CH2:10][CH2:9]1)=[O:7])([CH3:4])([CH3:3])[CH3:2].[F:26][C:27]([F:36])([F:35])[C:28]1[CH:33]=[CH:32][CH:31]=[CH:30][C:29]=1[OH:34].C(=O)([O-])[O-].[Cs+].[Cs+].